This data is from Catalyst prediction with 721,799 reactions and 888 catalyst types from USPTO. The task is: Predict which catalyst facilitates the given reaction. Reactant: [Cl:1][C:2]1[CH:7]=[CH:6][C:5]([N:8]2[C:13](=[O:14])[C:12]([Cl:15])=[C:11](Cl)[CH:10]=[N:9]2)=[CH:4][CH:3]=1.C(N(CC)CC)C.[NH:24]1[CH2:29][CH2:28][NH:27][CH2:26][CH2:25]1. Product: [Cl:15][C:12]1[C:13](=[O:14])[N:8]([C:5]2[CH:6]=[CH:7][C:2]([Cl:1])=[CH:3][CH:4]=2)[N:9]=[CH:10][C:11]=1[N:24]1[CH2:29][CH2:28][NH:27][CH2:26][CH2:25]1. The catalyst class is: 9.